This data is from Catalyst prediction with 721,799 reactions and 888 catalyst types from USPTO. The task is: Predict which catalyst facilitates the given reaction. (1) Product: [O:16]1[CH2:17][CH2:18][CH2:19][O:14][CH:15]1[C:20]1[CH:25]=[CH:24][C:23]([C:26]2[S:27][C:28]3[C:33]([N:34]=2)=[CH:32][CH:31]=[C:30]([C:6]([CH:4]2[CH2:3][C:2]([F:1])([F:9])[CH2:5]2)=[O:8])[N:29]=3)=[C:22]([F:39])[CH:21]=1. Reactant: [F:1][C:2]1([F:9])[CH2:5][CH:4]([C:6]([OH:8])=O)[CH2:3]1.S(Cl)(Cl)=O.[O:14]1[CH2:19][CH2:18][CH2:17][O:16][CH:15]1[C:20]1[CH:25]=[CH:24][C:23]([C:26]2[S:27][C:28]3[C:33]([N:34]=2)=[CH:32][CH:31]=[C:30]([Sn](C)(C)C)[N:29]=3)=[C:22]([F:39])[CH:21]=1. The catalyst class is: 11. (2) Reactant: [Si]([O:8][CH2:9][C@:10]1([CH3:34])[S:16][CH2:15][CH2:14][N:13]2[C:17]([C:20]3([C:23]4[CH:28]=[CH:27][C:26]([C:29]5[O:30][CH:31]=[CH:32][N:33]=5)=[CH:25][CH:24]=4)[CH2:22][CH2:21]3)=[N:18][N:19]=[C:12]2[CH2:11]1)(C(C)(C)C)(C)C.Cl. Product: [CH3:34][C@@:10]1([CH2:9][OH:8])[S:16][CH2:15][CH2:14][N:13]2[C:17]([C:20]3([C:23]4[CH:24]=[CH:25][C:26]([C:29]5[O:30][CH:31]=[CH:32][N:33]=5)=[CH:27][CH:28]=4)[CH2:22][CH2:21]3)=[N:18][N:19]=[C:12]2[CH2:11]1. The catalyst class is: 5. (3) Reactant: [CH2:1]([O:3][C:4]([C:6]1[CH:10]=[C:9]([C:11]2[CH:16]=[CH:15][C:14]([C:17]([F:20])([F:19])[F:18])=[CH:13][CH:12]=2)[O:8][N:7]=1)=[O:5])[CH3:2].[B-](F)(F)(F)[F:22].[B-](F)(F)(F)F.C1[N+]2(CCl)CC[N+](F)(CC2)C1.C1S(=O)(=O)CCC1. Product: [F:22][C:10]1[C:6]([C:4]([O:3][CH2:1][CH3:2])=[O:5])=[N:7][O:8][C:9]=1[C:11]1[CH:16]=[CH:15][C:14]([C:17]([F:19])([F:20])[F:18])=[CH:13][CH:12]=1. The catalyst class is: 6.